This data is from NCI-60 drug combinations with 297,098 pairs across 59 cell lines. The task is: Regression. Given two drug SMILES strings and cell line genomic features, predict the synergy score measuring deviation from expected non-interaction effect. (1) Drug 1: C1CCN(CC1)CCOC2=CC=C(C=C2)C(=O)C3=C(SC4=C3C=CC(=C4)O)C5=CC=C(C=C5)O. Drug 2: C1=CC=C(C=C1)NC(=O)CCCCCCC(=O)NO. Cell line: MDA-MB-231. Synergy scores: CSS=27.6, Synergy_ZIP=-4.55, Synergy_Bliss=2.55, Synergy_Loewe=0.0684, Synergy_HSA=3.45. (2) Drug 1: C1CCN(CC1)CCOC2=CC=C(C=C2)C(=O)C3=C(SC4=C3C=CC(=C4)O)C5=CC=C(C=C5)O. Drug 2: CC(C)(C#N)C1=CC(=CC(=C1)CN2C=NC=N2)C(C)(C)C#N. Cell line: HCC-2998. Synergy scores: CSS=-0.210, Synergy_ZIP=1.12, Synergy_Bliss=3.95, Synergy_Loewe=3.65, Synergy_HSA=0.665. (3) Drug 1: CCCCCOC(=O)NC1=NC(=O)N(C=C1F)C2C(C(C(O2)C)O)O. Drug 2: N.N.Cl[Pt+2]Cl. Cell line: SK-MEL-28. Synergy scores: CSS=22.8, Synergy_ZIP=-8.55, Synergy_Bliss=-1.62, Synergy_Loewe=-7.68, Synergy_HSA=-0.867. (4) Drug 1: C(=O)(N)NO. Drug 2: CC1=C(C(=O)C2=C(C1=O)N3CC4C(C3(C2COC(=O)N)OC)N4)N. Cell line: DU-145. Synergy scores: CSS=54.9, Synergy_ZIP=-0.833, Synergy_Bliss=0.124, Synergy_Loewe=-19.9, Synergy_HSA=3.16. (5) Drug 1: CS(=O)(=O)OCCCCOS(=O)(=O)C. Drug 2: N.N.Cl[Pt+2]Cl. Cell line: HCT116. Synergy scores: CSS=48.7, Synergy_ZIP=-0.0192, Synergy_Bliss=-0.407, Synergy_Loewe=3.72, Synergy_HSA=5.02. (6) Drug 1: CC1=C(C(=O)C2=C(C1=O)N3CC4C(C3(C2COC(=O)N)OC)N4)N. Drug 2: CC(C)(C#N)C1=CC=C(C=C1)N2C3=C4C=C(C=CC4=NC=C3N(C2=O)C)C5=CC6=CC=CC=C6N=C5. Cell line: T-47D. Synergy scores: CSS=60.2, Synergy_ZIP=11.2, Synergy_Bliss=11.2, Synergy_Loewe=11.6, Synergy_HSA=14.8. (7) Drug 1: CC1=C(C=C(C=C1)NC2=NC=CC(=N2)N(C)C3=CC4=NN(C(=C4C=C3)C)C)S(=O)(=O)N.Cl. Drug 2: CS(=O)(=O)C1=CC(=C(C=C1)C(=O)NC2=CC(=C(C=C2)Cl)C3=CC=CC=N3)Cl. Cell line: SF-295. Synergy scores: CSS=14.7, Synergy_ZIP=-1.57, Synergy_Bliss=5.61, Synergy_Loewe=6.34, Synergy_HSA=6.47.